From a dataset of Reaction yield outcomes from USPTO patents with 853,638 reactions. Predict the reaction yield, written as a fraction of the theoretical maximum amount of product (1.0 means a 100% yield; for example, 0.34 means a 34% yield). (1) The reactants are [Br:1][C:2]1[CH:11]=[CH:10][C:5]([C:6]([NH:8][NH2:9])=[O:7])=[CH:4][CH:3]=1.CO[C:14](OC)(N(C)C)[CH3:15].O.C1(C)C=CC(S(O)(=O)=O)=CC=1. The catalyst is CN(C)C=O. The product is [Br:1][C:2]1[CH:11]=[CH:10][C:5]([C:6]2[O:7][C:14]([CH3:15])=[N:9][N:8]=2)=[CH:4][CH:3]=1. The yield is 0.840. (2) The reactants are Br[C:2]1[CH:7]=[CH:6][C:5]([C@@H:8]2[C@@H:10]([C:11]3[CH:16]=[CH:15][CH:14]=[CH:13][CH:12]=3)[C@H:9]2[C:17]([O:19][CH3:20])=[O:18])=[CH:4][CH:3]=1.[F:21][C:22]1([F:27])[CH2:26][CH2:25][NH:24][CH2:23]1. No catalyst specified. The product is [CH3:20][O:19][C:17]([C@@H:9]1[C@H:10]([C:11]2[CH:16]=[CH:15][CH:14]=[CH:13][CH:12]=2)[C@H:8]1[C:5]1[CH:6]=[CH:7][C:2]([N:24]2[CH2:25][CH2:26][C:22]([F:27])([F:21])[CH2:23]2)=[CH:3][CH:4]=1)=[O:18]. The yield is 0.590. (3) The reactants are [CH:1]([C:4]1[O:8][N:7]=[C:6]([C:9]([O:11][CH2:12][CH3:13])=[O:10])[CH:5]=1)([CH3:3])[CH3:2].[N+:14]([O-])([OH:16])=[O:15]. The catalyst is S(=O)(=O)(O)O. The product is [CH:1]([C:4]1[O:8][N:7]=[C:6]([C:9]([O:11][CH2:12][CH3:13])=[O:10])[C:5]=1[N+:14]([O-:16])=[O:15])([CH3:3])[CH3:2]. The yield is 0.640. (4) The reactants are C([O:4][C@H:5]1[CH2:9][C@H:8]([N:10]2C=N[C:16]3[C:11]2=[N:12][CH:13]=[N:14][C:15]=3[NH:19][C@@H:20]2[C:28]3[C:23](=[CH:24][CH:25]=[CH:26][CH:27]=3)[CH2:22][CH2:21]2)[O:7][C@@H:6]1[CH2:29][O:30][S:31]([NH2:34])(=[O:33])=[O:32])(=O)C.O1CC[CH2:37][CH2:36]1.N.C[OH:42]. No catalyst specified. The product is [S:31](=[O:33])(=[O:32])([O:30][CH2:29][C@@H:6]1[C@@H:5]([OH:4])[C@@H:9]([OH:42])[C@H:8]([N:10]2[C:11]3[N:12]=[CH:13][N:14]=[C:15]([NH:19][C@@H:20]4[C:28]5[C:23](=[CH:24][CH:25]=[CH:26][CH:27]=5)[CH2:22][CH2:21]4)[C:16]=3[CH:37]=[CH:36]2)[O:7]1)[NH2:34]. The yield is 0.660. (5) The reactants are [C:1](Cl)(=[O:8])[C:2]1[CH:7]=[CH:6][CH:5]=[CH:4][CH:3]=1.[NH2:10][OH:11].Cl. The catalyst is C(N(CC)CC)C. The product is [OH:11][NH:10][C:1](=[O:8])[CH2:2][CH2:3][CH2:4][CH2:5][CH2:6][CH2:7][C:1]([CH:2]1[CH2:7][CH2:6][CH2:5][CH2:4][CH2:3]1)=[O:8]. The yield is 0.380. (6) The reactants are [N:1]1([NH:7][C:8](=[O:17])[C:9]2[CH:14]=[CH:13][C:12]([OH:15])=[C:11](Br)[CH:10]=2)[CH2:6][CH2:5][O:4][CH2:3][CH2:2]1.C1(P(C2C=CC=CC=2)C2C=CC=CC=2)C=CC=CC=1.C=O.[CH:39]#[N:40]. The catalyst is CC(N(C)C)=O.[C-]#N.[Zn+2].[C-]#N.[Zn].[C].[Pd].O. The product is [N:1]1([NH:7][C:8](=[O:17])[C:9]2[CH:14]=[CH:13][C:12]([OH:15])=[C:11]([C:39]#[N:40])[CH:10]=2)[CH2:6][CH2:5][O:4][CH2:3][CH2:2]1. The yield is 0.824. (7) The reactants are [CH2:1]([O:8][CH2:9][CH2:10][CH:11]1[CH2:20][CH2:19][C:14]2(OCC[O:15]2)[CH2:13][CH2:12]1)[C:2]1[CH:7]=[CH:6][CH:5]=[CH:4][CH:3]=1.O.CC1C=CC(S(O)(=O)=O)=CC=1. The catalyst is CC(C)=O. The product is [CH2:1]([O:8][CH2:9][CH2:10][CH:11]1[CH2:12][CH2:13][C:14](=[O:15])[CH2:19][CH2:20]1)[C:2]1[CH:7]=[CH:6][CH:5]=[CH:4][CH:3]=1. The yield is 0.970.